Predict which catalyst facilitates the given reaction. From a dataset of Catalyst prediction with 721,799 reactions and 888 catalyst types from USPTO. (1) Reactant: [H-].[Na+].[C:3](OCC)(=O)[CH2:4][C:5]([O:7]CC)=[O:6].I[CH2:15][CH2:16][CH2:17][CH2:18][CH2:19][CH2:20][CH2:21][CH2:22][CH2:23][CH2:24][CH2:25][CH2:26][CH3:27].[Cl-].[NH4+]. Product: [CH2:15]([CH:4]([CH2:3][CH2:26][CH2:25][CH2:24][CH2:23][CH2:22][CH2:21][CH2:20][CH2:19][CH2:18][CH2:17][CH2:16][CH3:15])[C:5]([OH:7])=[O:6])[CH2:16][CH2:17][CH2:18][CH2:19][CH2:20][CH2:21][CH2:22][CH2:23][CH2:24][CH2:25][CH2:26][CH3:27]. The catalyst class is: 385. (2) Reactant: [C:1]1(=O)[CH2:11][CH2:10][CH2:9][CH2:8][CH2:7][CH2:6][CH2:5][CH2:4][CH2:3][NH:2]1.F[B-](F)(F)F.[CH3:18][O+:19]([CH3:21])C.C(=O)(O)[O-].[Na+]. Product: [CH3:18][O:19][C:21]1[CH2:3][CH2:4][CH2:5][CH2:6][CH2:7][CH2:8][CH2:9][CH2:10][CH2:11][CH2:1][N:2]=1. The catalyst class is: 2. (3) Reactant: [P:1]([O-:6])([O:4]C)[O:2][CH3:3].Br[C:8]1[CH:9]=[C:10](/[CH:14]=[CH:15]/[C:16]([O:18][C:19]([CH3:22])([CH3:21])[CH3:20])=[O:17])[CH:11]=[CH:12][CH:13]=1.C(N(CC)CC)C. Product: [OH:4][P:1]([C:12]1[CH:11]=[C:10](/[CH:14]=[CH:15]/[C:16]([O:18][C:19]([CH3:22])([CH3:21])[CH3:20])=[O:17])[CH:9]=[CH:8][CH:13]=1)([O:2][CH3:3])=[O:6]. The catalyst class is: 73.